Dataset: Full USPTO retrosynthesis dataset with 1.9M reactions from patents (1976-2016). Task: Predict the reactants needed to synthesize the given product. Given the product [F:1][C:2]1[CH:3]=[C:4]([C:10](=[O:16])[CH2:11][CH2:12][C:13](=[O:15])[CH3:14])[CH:5]=[CH:6][C:7]=1[S:19]([CH3:23])(=[O:21])=[O:18], predict the reactants needed to synthesize it. The reactants are: [F:1][C:2]1[CH:3]=[C:4]([C:10](=[O:16])[CH2:11][CH2:12][C:13](=[O:15])[CH3:14])[CH:5]=[CH:6][C:7]=1SC.O[O:18][S:19]([O-:21])=O.[K+].[CH3:23]O.